Task: Predict the reaction yield, written as a fraction of the theoretical maximum amount of product (1.0 means a 100% yield; for example, 0.34 means a 34% yield).. Dataset: Reaction yield outcomes from USPTO patents with 853,638 reactions (1) The reactants are [CH3:1][O:2][C:3]1[CH:11]=[CH:10][C:6]([C:7]([OH:9])=[O:8])=[CH:5][C:4]=1[N:12]([CH2:17][C:18]([N:20]1[CH2:25][CH2:24][N:23]([CH3:26])[CH2:22][CH2:21]1)=[O:19])[S:13]([CH3:16])(=[O:15])=[O:14].[Cl:27][C:28]1[CH:29]=[N+:30]([O-:53])[CH:31]=[C:32]([Cl:52])[C:33]=1[CH2:34][C@@H:35]([C:37]1[CH:42]=[CH:41][C:40]([O:43][CH:44]([F:46])[F:45])=[C:39]([O:47][CH2:48][CH:49]2[CH2:51][CH2:50]2)[CH:38]=1)O.C(Cl)CCl. The catalyst is C(Cl)Cl.CN(C1C=CN=CC=1)C. The product is [Cl:27][C:28]1[CH:29]=[N+:30]([O-:53])[CH:31]=[C:32]([Cl:52])[C:33]=1[CH2:34][C@@H:35]([C:37]1[CH:42]=[CH:41][C:40]([O:43][CH:44]([F:46])[F:45])=[C:39]([O:47][CH2:48][CH:49]2[CH2:51][CH2:50]2)[CH:38]=1)[O:8][C:7](=[O:9])[C:6]1[CH:10]=[CH:11][C:3]([O:2][CH3:1])=[C:4]([N:12]([CH2:17][C:18]([N:20]2[CH2:21][CH2:22][N:23]([CH3:26])[CH2:24][CH2:25]2)=[O:19])[S:13]([CH3:16])(=[O:15])=[O:14])[CH:5]=1. The yield is 0.723. (2) The reactants are [C:1]([O:5][C:6]([NH:8][CH2:9][C:10]([OH:12])=[O:11])=[O:7])([CH3:4])([CH3:3])[CH3:2].[N+:13]([C:16]1[CH:23]=[CH:22][C:19]([CH2:20]O)=[CH:18][CH:17]=1)([O-:15])=[O:14].Cl.C(N=C=NCCCN(C)C)C.CCN=C=NCCCN(C)C. The catalyst is C(Cl)Cl.CN(C)C1C=CN=CC=1. The product is [N+:13]([C:16]1[CH:23]=[CH:22][C:19]([CH2:20][O:11][C:10](=[O:12])[CH2:9][NH:8][C:6]([O:5][C:1]([CH3:4])([CH3:2])[CH3:3])=[O:7])=[CH:18][CH:17]=1)([O-:15])=[O:14]. The yield is 1.00. (3) The catalyst is CO.[OH-].[OH-].[Pd+2]. The reactants are [CH3:1][N:2]1[C:10]2[C:5](=[CH:6][C:7]([O:11][C:12]3[N:19]=[CH:18][CH:17]=[CH:16][C:13]=3[C:14]#[N:15])=[CH:8][CH:9]=2)[CH:4]=[N:3]1.Cl. The yield is 0.350. The product is [CH3:1][N:2]1[C:10]2[C:5](=[CH:6][C:7]([O:11][C:12]3[C:13]([CH2:14][NH2:15])=[CH:16][CH:17]=[CH:18][N:19]=3)=[CH:8][CH:9]=2)[CH:4]=[N:3]1. (4) The reactants are Cl[C:2]1[N:7]=[CH:6][N:5]=[C:4]([NH:8][C:9]2[CH:10]=[C:11]([CH:16]=[CH:17][C:18]=2[CH3:19])[C:12]([NH:14][CH3:15])=[O:13])[CH:3]=1.[CH2:20]([NH2:25])[C:21]([CH3:24])([CH3:23])[CH3:22]. The catalyst is CS(C)=O. The product is [CH3:22][C:21]([CH3:24])([CH3:23])[CH2:20][NH:25][C:2]1[N:7]=[CH:6][N:5]=[C:4]([NH:8][C:9]2[CH:10]=[C:11]([CH:16]=[CH:17][C:18]=2[CH3:19])[C:12]([NH:14][CH3:15])=[O:13])[CH:3]=1. The yield is 0.990. (5) The reactants are Cl.Cl[C:3]1[C:8]([CH3:9])=[CH:7][N:6]=[CH:5][C:4]=1[CH3:10].N1[CH2:19][CH2:18][CH:14]([C:15]([NH2:17])=[O:16])[CH2:13][CH2:12]1.[C:20](=O)([O-])O.[Na+]. The catalyst is O. The product is [CH3:10][C:4]1[CH:5]=[N:6][CH:7]=[C:8]([CH3:9])[C:3]=1[CH:20]1[CH2:19][CH2:18][CH:14]([C:15]([NH2:17])=[O:16])[CH2:13][CH2:12]1. The yield is 0.0400. (6) The reactants are N[C:2]1[CH:7]=[C:6]([CH3:8])[C:5]([Br:9])=[CH:4][N:3]=1.[BrH:10].BrBr.N([O-])=O.[Na+].[OH-].[Na+]. The catalyst is O.CCOCC.CCCCCC. The product is [Br:10][C:2]1[CH:7]=[C:6]([CH3:8])[C:5]([Br:9])=[CH:4][N:3]=1. The yield is 0.680. (7) The reactants are [F:1][C:2]1[CH:3]=[C:4]([CH:29]=[CH:30][C:31]=1[CH3:32])[O:5][C:6]1[N:11]=[C:10]([NH:12][CH3:13])[C:9]([NH:14][C:15](=O)[CH2:16][O:17][C:18]2[CH:19]=[C:20]([CH:25]=[CH:26][CH:27]=2)[C:21]([O:23][CH3:24])=[O:22])=[CH:8][CH:7]=1.C(O)(=O)C. The catalyst is O. The product is [F:1][C:2]1[CH:3]=[C:4]([CH:29]=[CH:30][C:31]=1[CH3:32])[O:5][C:6]1[N:11]=[C:10]2[N:12]([CH3:13])[C:15]([CH2:16][O:17][C:18]3[CH:19]=[C:20]([CH:25]=[CH:26][CH:27]=3)[C:21]([O:23][CH3:24])=[O:22])=[N:14][C:9]2=[CH:8][CH:7]=1. The yield is 0.760. (8) The reactants are [CH2:1]([C:5]1[N:10]=[C:9]([CH3:11])[N:8]([C:12]2[CH:17]=[CH:16][CH:15]=[CH:14][N:13]=2)[C:7](=[O:18])[C:6]=1[CH2:19][C:20]1[CH:25]=[C:24]([CH2:26][CH2:27][CH3:28])[C:23]([O:29][Si](C(C)(C)C)(C)C)=[C:22]([CH2:37][CH2:38][CH3:39])[CH:21]=1)[CH2:2][CH2:3][CH3:4].[F-].C([N+](CCCC)(CCCC)CCCC)CCC.O. The catalyst is O1CCCC1. The product is [CH2:1]([C:5]1[N:10]=[C:9]([CH3:11])[N:8]([C:12]2[CH:17]=[CH:16][CH:15]=[CH:14][N:13]=2)[C:7](=[O:18])[C:6]=1[CH2:19][C:20]1[CH:25]=[C:24]([CH2:26][CH2:27][CH3:28])[C:23]([OH:29])=[C:22]([CH2:37][CH2:38][CH3:39])[CH:21]=1)[CH2:2][CH2:3][CH3:4]. The yield is 0.756. (9) The reactants are [CH2:1]([N:3]([CH2:14][CH3:15])[CH2:4][CH2:5][O:6][C:7]1[CH:8]=[C:9]([NH2:13])[CH:10]=[CH:11][CH:12]=1)[CH3:2].CN1CCN([C:23]([O:25][CH2:26]C2C=CC=C([N+]([O-])=O)C=2)=[O:24])CC1. The catalyst is CO.[Pd]. The product is [CH3:26][O:25][C:23](=[O:24])[C:12]1[CH:11]=[CH:10][C:9]([NH2:13])=[CH:8][C:7]=1[O:6][CH2:5][CH2:4][N:3]([CH2:1][CH3:2])[CH2:14][CH3:15]. The yield is 1.00. (10) The catalyst is ClCCl.[Pd]. The reactants are C([O:8][C:9]1[CH:10]=[CH:11][C:12]([C:16]2[CH2:25][CH2:24][C:19]3([O:23][CH2:22][CH2:21][O:20]3)[CH2:18][CH:17]=2)=[C:13]([OH:15])[CH:14]=1)C1C=CC=CC=1.O1CCCC1.C(O)C. The yield is 0.950. The product is [O:20]1[C:19]2([CH2:24][CH2:25][CH:16]([C:12]3[CH:11]=[CH:10][C:9]([OH:8])=[CH:14][C:13]=3[OH:15])[CH2:17][CH2:18]2)[O:23][CH2:22][CH2:21]1.